Dataset: Full USPTO retrosynthesis dataset with 1.9M reactions from patents (1976-2016). Task: Predict the reactants needed to synthesize the given product. (1) The reactants are: C([O:8][N:9]1[C:14]2[N:15]=[CH:16][N:17]=[C:18]([CH3:19])[C:13]=2[C:12]([NH:20][CH2:21][C:22]2[CH:27]=[CH:26][C:25]([O:28][CH2:29][CH2:30][OH:31])=[CH:24][CH:23]=2)=[CH:11][C:10]1=[O:32])C1C=CC=CC=1.CO.[H][H]. Given the product [OH:8][N:9]1[C:14]2[N:15]=[CH:16][N:17]=[C:18]([CH3:19])[C:13]=2[C:12]([NH:20][CH2:21][C:22]2[CH:27]=[CH:26][C:25]([O:28][CH2:29][CH2:30][OH:31])=[CH:24][CH:23]=2)=[CH:11][C:10]1=[O:32], predict the reactants needed to synthesize it. (2) Given the product [F:41][C:42]1[CH:64]=[CH:63][C:45]([CH2:46][N:47]2[CH2:51][C@H:50]([CH3:52])[N:49]([C:53]3[S:54][C:55]([C:59]([NH:16][CH2:15][C:12]4[CH:11]=[C:10]([CH3:9])[O:14][N:13]=4)=[O:60])=[C:56]([CH3:58])[N:57]=3)[C:48]2=[O:62])=[CH:44][CH:43]=1, predict the reactants needed to synthesize it. The reactants are: N1C=CC=C(CN)C=1.[CH3:9][C:10]1[O:14][N:13]=[C:12]([CH2:15][NH2:16])[CH:11]=1.FC1C=CC(CN2[C@@H](C)CN(C3SC(C(O)=O)=C(C)N=3)C2=O)=CC=1.[F:41][C:42]1[CH:64]=[CH:63][C:45]([CH2:46][N:47]2[CH2:51][C@H:50]([CH3:52])[N:49]([C:53]3[S:54][C:55]([C:59](O)=[O:60])=[C:56]([CH3:58])[N:57]=3)[C:48]2=[O:62])=[CH:44][CH:43]=1. (3) Given the product [CH3:1][C:2]1([CH3:32])[C:11]2[CH:10]=[C:9]([C:12](=[O:24])[C:13]#[C:14][C:15]3[CH:23]=[CH:22][C:18]([C:19]([OH:21])=[O:20])=[CH:17][CH:16]=3)[CH:8]=[CH:7][C:6]=2[C:5]([C:25]2[CH:26]=[CH:27][C:28]([CH3:31])=[CH:29][CH:30]=2)=[CH:4][CH2:3]1, predict the reactants needed to synthesize it. The reactants are: [CH3:1][C:2]1([CH3:32])[C:11]2[CH:10]=[C:9]([CH:12]([OH:24])[C:13]#[C:14][C:15]3[CH:23]=[CH:22][C:18]([C:19]([OH:21])=[O:20])=[CH:17][CH:16]=3)[CH:8]=[CH:7][C:6]=2[C:5]([C:25]2[CH:30]=[CH:29][C:28]([CH3:31])=[CH:27][CH:26]=2)=[CH:4][CH2:3]1. (4) The reactants are: [Cl-].[Al+3].[Cl-].[Cl-].[Br:5][C:6]1[CH:11]=[CH:10][C:9]([O:12][CH2:13][CH2:14][C:15]([CH3:17])=[CH2:16])=[C:8]([Cl:18])[CH:7]=1.[OH-].[Na+]. Given the product [Br:5][C:6]1[CH:11]=[C:10]2[C:9](=[C:8]([Cl:18])[CH:7]=1)[O:12][CH2:13][CH2:14][C:15]2([CH3:17])[CH3:16], predict the reactants needed to synthesize it. (5) Given the product [CH3:1][O:2][C:3]1[CH:8]=[CH:7][C:6]([C:9]2[CH:10]=[C:11]3[C:15]4=[C:16]([CH2:18][S:19][CH2:20][CH2:21][N:14]4[C@H:13]4[CH2:22][CH2:23][NH:24][CH2:25][C@@H:12]34)[CH:17]=2)=[C:5]([CH3:33])[CH:4]=1, predict the reactants needed to synthesize it. The reactants are: [CH3:1][O:2][C:3]1[CH:8]=[CH:7][C:6]([C:9]2[CH:10]=[C:11]3[C:15]4=[C:16]([CH2:18][S:19][CH2:20][CH2:21][N:14]4[C@H:13]4[CH2:22][CH2:23][N:24](C(OC(C)(C)C)=O)[CH2:25][C@@H:12]34)[CH:17]=2)=[C:5]([CH3:33])[CH:4]=1.FC(F)(F)C(O)=O.C([O-])(O)=O.[Na+]. (6) The reactants are: [Cl:1][C:2]1[CH:7]=[CH:6][C:5]([C@H:8]2[N:15]3[C:11]([S:12][C:13]([C:19]([N:21]4[C@H:28]([CH2:29][CH3:30])[CH2:27][CH2:26][C@H:22]4[C:23](O)=[O:24])=[O:20])=[C:14]3[CH:16]([CH3:18])[CH3:17])=[N:10][C@:9]2([C:32]2[CH:37]=[CH:36][C:35]([Cl:38])=[CH:34][CH:33]=2)[CH3:31])=[CH:4][CH:3]=1.[C:39]([N:42]1[CH2:47][CH2:46][NH:45][CH2:44][CH2:43]1)(=[O:41])[CH3:40]. Given the product [C:39]([N:42]1[CH2:47][CH2:46][N:45]([C:23]([C@@H:22]2[CH2:26][CH2:27][C@@H:28]([CH2:29][CH3:30])[N:21]2[C:19]([C:13]2[S:12][C:11]3=[N:10][C@:9]([C:32]4[CH:33]=[CH:34][C:35]([Cl:38])=[CH:36][CH:37]=4)([CH3:31])[C@@H:8]([C:5]4[CH:6]=[CH:7][C:2]([Cl:1])=[CH:3][CH:4]=4)[N:15]3[C:14]=2[CH:16]([CH3:17])[CH3:18])=[O:20])=[O:24])[CH2:44][CH2:43]1)(=[O:41])[CH3:40], predict the reactants needed to synthesize it. (7) The reactants are: Cl[C:2]1[CH:10]=[CH:9][C:5]([C:6]([OH:8])=[O:7])=[CH:4][N:3]=1.[OH:11][CH:12]1[CH2:16][CH2:15][O:14][CH2:13]1.[OH-].[K+].Cl. Given the product [O:14]1[CH2:15][CH2:16][CH:12]([O:11][C:2]2[CH:10]=[CH:9][C:5]([C:6]([OH:8])=[O:7])=[CH:4][N:3]=2)[CH2:13]1, predict the reactants needed to synthesize it. (8) Given the product [NH2:30][CH2:29][C:26]1[N:18]2[C:19]3[CH:25]=[CH:24][CH:23]=[CH:22][C:20]=3[O:21][C:14]3([CH2:15][CH2:16][N:11]([C:9]([C:8]4[CH:31]=[CH:32][C:5]([O:4][CH:1]([CH3:2])[CH3:3])=[C:6]([CH3:33])[CH:7]=4)=[O:10])[CH2:12][CH2:13]3)[C:17]2=[CH:28][CH:27]=1, predict the reactants needed to synthesize it. The reactants are: [CH:1]([O:4][C:5]1[CH:32]=[CH:31][C:8]([C:9]([N:11]2[CH2:16][CH2:15][C:14]3([O:21][C:20]4[CH:22]=[CH:23][CH:24]=[CH:25][C:19]=4[N:18]4[C:26]([C:29]#[N:30])=[CH:27][CH:28]=[C:17]34)[CH2:13][CH2:12]2)=[O:10])=[CH:7][C:6]=1[CH3:33])([CH3:3])[CH3:2].[BH4-].[Na+].Cl. (9) Given the product [Cl:1][C:2]1[CH:7]=[CH:6][C:5]([NH:8][C:9]([NH:31][C:17]2[CH:18]=[CH:19][C:20]([O:22][C:23]3[CH:28]=[CH:27][N:26]=[C:25]([S:29][CH3:30])[N:24]=3)=[CH:21][C:16]=2[Cl:15])=[O:10])=[CH:4][C:3]=1[C:11]([F:12])([F:13])[F:14], predict the reactants needed to synthesize it. The reactants are: [Cl:1][C:2]1[CH:7]=[CH:6][C:5]([N:8]=[C:9]=[O:10])=[CH:4][C:3]=1[C:11]([F:14])([F:13])[F:12].[Cl:15][C:16]1[CH:21]=[C:20]([O:22][C:23]2[CH:28]=[CH:27][N:26]=[C:25]([S:29][CH3:30])[N:24]=2)[CH:19]=[CH:18][C:17]=1[NH2:31]. (10) The reactants are: O1[CH2:5][CH2:4][NH:3][C:2]1=O.[CH3:7][O:8][C:9]1[CH:18]=[CH:17][C:12]2[NH:13][C:14](=[O:16])[O:15][C:11]=2[CH:10]=1. Given the product [CH3:7][O:8][C:9]1[CH:18]=[CH:17][C:12]2[N:13]([CH2:18][CH2:9][CH:10]3[CH2:5][CH2:4][NH:3][CH2:2][CH2:11]3)[C:14](=[O:16])[O:15][C:11]=2[CH:10]=1, predict the reactants needed to synthesize it.